This data is from Catalyst prediction with 721,799 reactions and 888 catalyst types from USPTO. The task is: Predict which catalyst facilitates the given reaction. (1) Reactant: C([O:3][C:4]([C@H:6]1[C@H:11]([O:12]C(=O)C)[CH:10]=[CH:9][CH2:8][O:7]1)=O)C.[H-].[H-].[H-].[H-].[Li+].[Al+3]. Product: [OH:3][CH2:4][CH:6]1[CH:11]([OH:12])[CH:10]=[CH:9][CH2:8][O:7]1. The catalyst class is: 1. (2) Reactant: [Cl:1][C:2]1[CH:7]=[CH:6][C:5]([OH:8])=[CH:4][CH:3]=1.Cl[CH2:10][C:11](=[O:13])[CH3:12].C(=O)([O-])[O-].[K+].[K+].[I-].[K+]. Product: [Cl:1][C:2]1[CH:7]=[CH:6][C:5]([O:8][CH2:10][C:11](=[O:13])[CH3:12])=[CH:4][CH:3]=1. The catalyst class is: 21.